Dataset: Forward reaction prediction with 1.9M reactions from USPTO patents (1976-2016). Task: Predict the product of the given reaction. (1) Given the reactants [O-]CC.[Na+].[C:5]1([SH:11])[CH:10]=[CH:9][CH:8]=[CH:7][CH:6]=1.C([O:15][CH2:16][CH2:17][CH2:18][CH2:19]Cl)(=O)C.[OH-].[K+], predict the reaction product. The product is: [C:5]1([S:11][CH2:19][CH2:18][CH2:17][CH2:16][OH:15])[CH:10]=[CH:9][CH:8]=[CH:7][CH:6]=1. (2) Given the reactants [CH3:22][C:17]1[CH:18]=[CH:19][CH:20]=[CH:21][C:16]=1P([C:16]1[CH:21]=[CH:20][CH:19]=[CH:18][C:17]=1[CH3:22])[C:16]1[CH:21]=[CH:20][CH:19]=[CH:18][C:17]=1[CH3:22].[C:23]([O:27][CH3:28])(=[O:26])[CH:24]=[CH2:25].C([N:31]([CH2:34][CH3:35])[CH2:32]C)C, predict the reaction product. The product is: [C:34]1([N:31]2[C:16]3[C:17](=[CH:18][C:19](/[CH:25]=[CH:24]/[C:23]([O:27][CH3:28])=[O:26])=[CH:20][CH:21]=3)[CH:22]=[CH:32]2)[CH:35]=[CH:21][CH:16]=[CH:17][CH:22]=1. (3) Given the reactants [NH2:1][C:2]1[CH:3]=[CH:4][C:5]([Cl:10])=[C:6]([O:8][CH3:9])[CH:7]=1.Br.Br[CH2:13][CH2:14][CH2:15][NH2:16], predict the reaction product. The product is: [Cl:10][C:5]1[CH:4]=[CH:3][C:2]([NH:1][CH2:13][CH2:14][CH2:15][NH2:16])=[CH:7][C:6]=1[O:8][CH3:9]. (4) Given the reactants [F:1][C:2]([F:17])([F:16])[C:3](=O)[CH2:4][C:5]([C:7]1[CH:12]=[CH:11][CH:10]=[CH:9][C:8]=1[O:13][CH3:14])=[O:6].Cl.[NH2:19]O, predict the reaction product. The product is: [CH3:14][O:13][C:8]1[CH:9]=[CH:10][CH:11]=[CH:12][C:7]=1[C:5]1[O:6][N:19]=[C:3]([C:2]([F:17])([F:16])[F:1])[CH:4]=1. (5) The product is: [CH2:21]([C:12]1[CH:13]=[C:14]([S:17][CH2:35][C:34]2[CH:33]=[C:32]([C:37]3[CH:38]=[CH:39][C:40]([C:43]([F:46])([F:44])[F:45])=[CH:41][CH:42]=3)[O:31][C:30]=2[CH3:29])[CH:15]=[CH:16][C:11]=1[O:10][CH2:9][C:8]([OH:7])=[O:23])[CH3:22]. Given the reactants C(O)(=O)C.C([O:7][C:8](=[O:23])[CH2:9][O:10][C:11]1[CH:16]=[CH:15][C:14]([S:17](Cl)(=O)=O)=[CH:13][C:12]=1[CH2:21][CH3:22])C.Cl[Si](Cl)(C)C.[CH3:29][C:30]1[O:31][C:32]([C:37]2[CH:42]=[CH:41][C:40]([C:43]([F:46])([F:45])[F:44])=[CH:39][CH:38]=2)=[CH:33][C:34]=1[CH2:35]O, predict the reaction product. (6) Given the reactants [NH2:1][C:2]1[CH:3]=[C:4]([C:8]2[NH:13][C:12](=[O:14])[C:11]3=[C:15]([CH2:23][CH3:24])[N:16]=[C:17]([CH:18]4[CH2:22][CH2:21][CH2:20][CH2:19]4)[N:10]3[N:9]=2)[CH:5]=[CH:6][CH:7]=1.[CH:25](=O)[C:26]1[CH:31]=[CH:30][CH:29]=[CH:28][CH:27]=1, predict the reaction product. The product is: [CH2:25]([NH:1][C:2]1[CH:3]=[C:4]([C:8]2[NH:13][C:12](=[O:14])[C:11]3=[C:15]([CH2:23][CH3:24])[N:16]=[C:17]([CH:18]4[CH2:22][CH2:21][CH2:20][CH2:19]4)[N:10]3[N:9]=2)[CH:5]=[CH:6][CH:7]=1)[C:26]1[CH:31]=[CH:30][CH:29]=[CH:28][CH:27]=1.